This data is from Full USPTO retrosynthesis dataset with 1.9M reactions from patents (1976-2016). The task is: Predict the reactants needed to synthesize the given product. (1) Given the product [CH3:4][S:1]([O:20][CH:17]1[CH2:18][CH2:19][N:15]([C:12]2[CH:13]=[CH:14][C:9]([NH2:6])=[CH:10][CH:11]=2)[CH2:16]1)(=[O:3])=[O:2], predict the reactants needed to synthesize it. The reactants are: [S:1](Cl)([CH3:4])(=[O:3])=[O:2].[N+:6]([C:9]1[CH:14]=[CH:13][C:12]([N:15]2[CH2:19][CH2:18][CH:17]([OH:20])[CH2:16]2)=[CH:11][CH:10]=1)([O-])=O.C(N(CC)CC)C. (2) Given the product [NH2:11][C:10]1[C:3]2[C:4]3[CH2:9][CH2:8][CH2:7][C:5]=3[S:6][C:2]=2[N:1]=[C:17]([CH3:18])[C:16]=1[C:15]([CH:12]1[CH2:14][CH2:13]1)=[O:21], predict the reactants needed to synthesize it. The reactants are: [NH2:1][C:2]1[S:6][C:5]2[CH2:7][CH2:8][CH2:9][C:4]=2[C:3]=1[C:10]#[N:11].[CH:12]1([C:15](=[O:21])[CH:16]=[C:17](OC)[CH3:18])[CH2:14][CH2:13]1.C1(C)C=CC(S(O)(=O)=O)=CC=1.[Sn](Cl)(Cl)(Cl)Cl. (3) Given the product [F:33][C:34]1[CH:41]=[CH:40][CH:39]=[CH:38][C:35]=1[CH2:36][N:29]1[CH2:30][CH2:31][CH:26]([N:25]([CH3:32])[S:22]([C:19]2[CH:18]=[CH:17][C:16]([NH:15][C:11]3[N:10]=[C:9]([NH:8][C:5]4[CH:6]=[CH:7][C:2]([F:1])=[CH:3][CH:4]=4)[CH:14]=[CH:13][N:12]=3)=[CH:21][CH:20]=2)(=[O:23])=[O:24])[CH2:27][CH2:28]1, predict the reactants needed to synthesize it. The reactants are: [F:1][C:2]1[CH:7]=[CH:6][C:5]([NH:8][C:9]2[CH:14]=[CH:13][N:12]=[C:11]([NH:15][C:16]3[CH:21]=[CH:20][C:19]([S:22]([N:25]([CH3:32])[CH:26]4[CH2:31][CH2:30][NH:29][CH2:28][CH2:27]4)(=[O:24])=[O:23])=[CH:18][CH:17]=3)[N:10]=2)=[CH:4][CH:3]=1.[F:33][C:34]1[CH:41]=[CH:40][CH:39]=[CH:38][C:35]=1[CH:36]=O. (4) Given the product [CH:1]1([NH:4][C:5]([C:7]2[N:8]=[N:9][N:10]([C:21]3[CH:26]=[CH:25][C:24]([C:27]([NH:29][CH2:30][CH3:31])=[O:28])=[CH:23][CH:22]=3)[C:11]=2/[CH:12]=[C:34](/[C:37]2[CH:42]=[CH:41][CH:40]=[CH:39][CH:38]=2)\[CH3:35])=[O:6])[CH2:2][CH2:3]1, predict the reactants needed to synthesize it. The reactants are: [CH:1]1([NH:4][C:5]([C:7]2[N:8]=[N:9][N:10]([C:21]3[CH:26]=[CH:25][C:24]([C:27]([NH:29][CH2:30][CH3:31])=[O:28])=[CH:23][CH:22]=3)[C:11]=2[CH2:12]P(OCC)(OCC)=O)=[O:6])[CH2:3][CH2:2]1.[H-].[Na+].[C:34]([C:37]1[CH:42]=[CH:41][CH:40]=[CH:39][CH:38]=1)(=O)[CH3:35].O. (5) Given the product [Br:14][C:15]1[CH:16]=[N:17][C:18]([N:4]2[CH2:5][CH2:6][N:1]([C:7]([O:9][C:10]([CH3:13])([CH3:12])[CH3:11])=[O:8])[CH2:2][CH2:3]2)=[N:19][CH:20]=1, predict the reactants needed to synthesize it. The reactants are: [N:1]1([C:7]([O:9][C:10]([CH3:13])([CH3:12])[CH3:11])=[O:8])[CH2:6][CH2:5][NH:4][CH2:3][CH2:2]1.[Br:14][C:15]1[CH:16]=[N:17][C:18](Cl)=[N:19][CH:20]=1.CCN(C(C)C)C(C)C. (6) The reactants are: I[CH2:2][CH3:3].[OH:4][C:5]1[CH:6]=[C:7]2[C:12](=[CH:13][CH:14]=1)[CH:11]([C:15]([O:17][CH2:18][CH3:19])=[O:16])[N:10]([C:20]([O:22][C:23]([CH3:26])([CH3:25])[CH3:24])=[O:21])[CH2:9][CH2:8]2.C(=O)([O-])[O-].[Cs+].[Cs+].O. Given the product [CH2:2]([O:4][C:5]1[CH:6]=[C:7]2[C:12](=[CH:13][CH:14]=1)[CH:11]([C:15]([O:17][CH2:18][CH3:19])=[O:16])[N:10]([C:20]([O:22][C:23]([CH3:25])([CH3:24])[CH3:26])=[O:21])[CH2:9][CH2:8]2)[CH3:3], predict the reactants needed to synthesize it. (7) Given the product [Br:1][C:2]1[CH:10]=[C:9]([CH2:11][OH:12])[CH:8]=[CH:7][C:3]=1[CH2:4][OH:5], predict the reactants needed to synthesize it. The reactants are: [Br:1][C:2]1[CH:10]=[C:9]([C:11](O)=[O:12])[CH:8]=[CH:7][C:3]=1[C:4](O)=[O:5].C1COCC1.O.